Dataset: Forward reaction prediction with 1.9M reactions from USPTO patents (1976-2016). Task: Predict the product of the given reaction. (1) The product is: [Br:1][C:2]1[CH:3]=[C:4]([NH:10][C:57](=[O:66])[C@@H:56]([NH:55][C:40](=[O:41])[O:39][C:35]([CH3:36])([CH3:37])[CH3:38])[CH2:58][C:20]2[CH:21]=[CH:22][CH:23]=[CH:24][CH:25]=2)[C:5]([O:8][CH3:9])=[N:6][CH:7]=1. Given the reactants [Br:1][C:2]1[CH:3]=[C:4]([NH2:10])[C:5]([O:8][CH3:9])=[N:6][CH:7]=1.CN(C(ON1N=N[C:21]2[CH:22]=[CH:23][CH:24]=[CH:25][C:20]1=2)=[N+](C)C)C.F[P-](F)(F)(F)(F)F.[C:35]([O:39][C:40]([C@@H](CC1C=CC=CC=1)C(O)=O)=[O:41])([CH3:38])([CH3:37])[CH3:36].CC[N:55](C(C)C)[CH:56]([CH3:58])[CH3:57].CN(C=[O:66])C, predict the reaction product. (2) The product is: [CH2:1]([N:3]([CH2:29][C:30]1[CH:35]=[CH:34][C:33]([O:36][CH2:40][CH2:41][N:43]2[CH2:48][CH2:47][CH:46]([CH3:49])[CH2:45][CH2:44]2)=[C:32]([F:37])[CH:31]=1)[C:4]1[CH:9]=[C:8]([O:10][CH3:11])[CH:7]=[CH:6][C:5]=1[CH:12]1[CH2:21][CH2:20][C:19]2[CH:18]=[C:17]([OH:22])[CH:16]=[CH:15][C:14]=2[CH2:13]1)[CH3:2]. Given the reactants [CH2:1]([N:3]([C:29](=O)[C:30]1[CH:35]=[CH:34][C:33]([OH:36])=[C:32]([F:37])[CH:31]=1)[C:4]1[CH:9]=[C:8]([O:10][CH3:11])[CH:7]=[CH:6][C:5]=1[CH:12]1[CH2:21][CH2:20][C:19]2[CH:18]=[C:17]([O:22]C(=O)C(C)(C)C)[CH:16]=[CH:15][C:14]=2[CH2:13]1)[CH3:2].Cl[CH2:40][C:41]([N:43]1[CH2:48][CH2:47][CH:46]([CH3:49])[CH2:45][CH2:44]1)=O, predict the reaction product. (3) Given the reactants [NH2:1][C:2]1[S:6][N:5]=[C:4]([CH3:7])[C:3]=1[C:8]([NH:10][C:11]1[CH:16]=[CH:15][C:14]([Cl:17])=[C:13]([F:18])[CH:12]=1)=[O:9].Cl[C:20]1[CH:25]=[N:24][CH:23]=[C:22]([N:26]2[CH:30]=[CH:29][CH:28]=[N:27]2)[N:21]=1.C(=O)([O-])[O-].[Cs+].[Cs+].CC1(C)C2C(=C(P(C3C=CC=CC=3)C3C=CC=CC=3)C=CC=2)OC2C(P(C3C=CC=CC=3)C3C=CC=CC=3)=CC=CC1=2, predict the reaction product. The product is: [Cl:17][C:14]1[CH:15]=[CH:16][C:11]([NH:10][C:8]([C:3]2[C:4]([CH3:7])=[N:5][S:6][C:2]=2[NH:1][C:20]2[CH:25]=[N:24][CH:23]=[C:22]([N:26]3[CH:30]=[CH:29][CH:28]=[N:27]3)[N:21]=2)=[O:9])=[CH:12][C:13]=1[F:18]. (4) Given the reactants [NH2:1][C@:2]([CH3:53])([CH:50]([CH3:52])[CH3:51])[CH2:3][O:4][C@@H:5]1[C@@:12]2([CH3:37])[C@@H:13]3[CH2:14][CH2:15][C@H:16]4[C:25]([C@@:8]3([CH2:9][O:10][CH2:11]2)[CH2:7][C@H:6]1[N:38]1[C:42]([C:43]2[CH:48]=[CH:47][N:46]=[C:45](Br)[CH:44]=2)=[N:41][CH:40]=[N:39]1)=[CH:24][CH2:23][C@:22]1([CH3:26])[C@:17]4([CH3:36])[CH2:18][CH2:19][C@@:20]([C@H:31]([CH3:35])[CH:32]([CH3:34])[CH3:33])([CH3:30])[C@H:21]1[C:27]([OH:29])=[O:28].CC1(C)C(C)(C)OB([C:62]2[CH:67]=[CH:66][N:65]=[CH:64][CH:63]=2)O1.C1(P(C2CCCCC2)C2C=CC=CC=2C2C(C(C)C)=CC(C(C)C)=CC=2C(C)C)CCCCC1.C(=O)([O-])[O-].[Cs+].[Cs+], predict the reaction product. The product is: [NH2:1][C@:2]([CH3:53])([CH:50]([CH3:52])[CH3:51])[CH2:3][O:4][C@@H:5]1[C@@:12]2([CH3:37])[C@@H:13]3[CH2:14][CH2:15][C@H:16]4[C:25]([C@@:8]3([CH2:9][O:10][CH2:11]2)[CH2:7][C@H:6]1[N:38]1[C:42]([C:43]2[CH:48]=[CH:47][N:46]=[C:45]([C:62]3[CH:67]=[CH:66][N:65]=[CH:64][CH:63]=3)[CH:44]=2)=[N:41][CH:40]=[N:39]1)=[CH:24][CH2:23][C@:22]1([CH3:26])[C@:17]4([CH3:36])[CH2:18][CH2:19][C@@:20]([C@H:31]([CH3:35])[CH:32]([CH3:34])[CH3:33])([CH3:30])[C@H:21]1[C:27]([OH:29])=[O:28].